This data is from TCR-epitope binding with 47,182 pairs between 192 epitopes and 23,139 TCRs. The task is: Binary Classification. Given a T-cell receptor sequence (or CDR3 region) and an epitope sequence, predict whether binding occurs between them. (1) The epitope is TSDLATNNLVVMAY. The TCR CDR3 sequence is CASTDWTGPEAFF. Result: 0 (the TCR does not bind to the epitope). (2) The epitope is GTSGSPIIDK. The TCR CDR3 sequence is CASGRQGQETQYF. Result: 0 (the TCR does not bind to the epitope). (3) The epitope is TPINLVRDL. The TCR CDR3 sequence is CAISDSGTEFGQYF. Result: 1 (the TCR binds to the epitope). (4) The epitope is YLQPRTFLL. The TCR CDR3 sequence is CASSLYRSGNTIYF. Result: 0 (the TCR does not bind to the epitope). (5) The epitope is ITEEVGHTDLMAAY. The TCR CDR3 sequence is CASWRGGAETQYF. Result: 1 (the TCR binds to the epitope).